From a dataset of Antibody paratope prediction from SAbDab with 1,023 antibody chains. Token-level Classification. Given an antibody amino acid sequence, predict which amino acid positions are active in antigen binding. Output is a list of indices for active paratope positions. (1) Given the antibody sequence: LVLTQSPTTMAASPGEKITITCSASSSISSNYLHWYQQKPGFSPKLLIYRTSNLASGVPARFSGSGSGTSYSLTIGTMEAEDVATYYCQQGSSIPFTFGSGTKLEIK, which amino acid positions are active in antigen binding (paratope)? The paratope positions are: [29]. (2) Given the antibody sequence: IELTQPPSVSVAPGQTARISCSGDSLGSKYVIWYQQKPGQAPVLVIYDDSNRPSGIPERFSGSNSGNTATLTISGTQAEDEADYYCSTFTMSGNGTVFGGGTKLTVL, which amino acid positions are active in antigen binding (paratope)? The paratope positions are: [93, 94].